This data is from Peptide-MHC class II binding affinity with 134,281 pairs from IEDB. The task is: Regression. Given a peptide amino acid sequence and an MHC pseudo amino acid sequence, predict their binding affinity value. This is MHC class II binding data. (1) The peptide sequence is AHCIGITDRDFIEGV. The MHC is DRB5_0101 with pseudo-sequence DRB5_0101. The binding affinity (normalized) is 0.120. (2) The MHC is DRB1_1301 with pseudo-sequence DRB1_1301. The peptide sequence is DLTLPWQSGSGGVWR. The binding affinity (normalized) is 0.251.